This data is from Full USPTO retrosynthesis dataset with 1.9M reactions from patents (1976-2016). The task is: Predict the reactants needed to synthesize the given product. (1) Given the product [Br:1][C:2]1[CH:10]=[C:9]([F:11])[CH:8]=[C:7]2[C:3]=1[CH:4]=[N:5][N:6]2[CH3:15].[Br:1][C:2]1[C:3]2[C:7]([CH:8]=[C:9]([F:11])[CH:10]=1)=[N:6][N:5]([CH3:15])[CH:4]=2, predict the reactants needed to synthesize it. The reactants are: [Br:1][C:2]1[CH:10]=[C:9]([F:11])[CH:8]=[C:7]2[C:3]=1[CH:4]=[N:5][NH:6]2.[H-].[Na+].I[CH3:15].O. (2) Given the product [NH2:31][C:39]1[CH:34]=[CH:35][C:36]([C:20]2[N:21]([CH2:24][CH2:25][CH3:26])[C:22]3[C:18]([C:19]=2[C:27]#[N:28])=[CH:17][CH:16]=[C:15]([O:14][CH3:13])[CH:23]=3)=[CH:37][CH:38]=1, predict the reactants needed to synthesize it. The reactants are: C(NC(C)C)(C)C.C([Li])CCC.[CH3:13][O:14][C:15]1[CH:23]=[C:22]2[C:18]([C:19]([C:27]#[N:28])=[CH:20][N:21]2[CH2:24][CH2:25][CH3:26])=[CH:17][CH:16]=1.C([N:31]1[C:39]2[C:34](=[CH:35][CH:36]=[C:37](OC)[CH:38]=2)C(C#N)=C1)C.IC1C=CC(N)=CC=1.C1(P(C2C=CC=CC=2)C2C=CC=CC=2)C=CC=CC=1. (3) Given the product [CH2:7]([O:9][C:10](=[O:21])[CH:11]=[CH:12][C:13]1[CH:18]=[C:17]([C:29]#[C:28][C:22]2[CH:27]=[CH:26][CH:25]=[CH:24][CH:23]=2)[CH:16]=[C:15]([C:11]#[C:12][C:13]2[CH:18]=[CH:17][CH:16]=[CH:15][CH:14]=2)[CH:14]=1)[CH3:8], predict the reactants needed to synthesize it. The reactants are: C(=O)([O-])[O-].[K+].[K+].[CH2:7]([O:9][C:10](=[O:21])[CH:11]=[CH:12][C:13]1[CH:18]=[C:17](Br)[CH:16]=[C:15](Br)[CH:14]=1)[CH3:8].[C:22]1([C:28]#[CH:29])[CH:27]=[CH:26][CH:25]=[CH:24][CH:23]=1.O. (4) The reactants are: [C:1]([C:4]1[N:8]([CH3:9])[C:7]2[CH:10]=[CH:11][C:12]([N:14]3[CH:19]=[C:18]([C:20]([O:22][CH2:23][CH3:24])=[O:21])[C:17](=[O:25])[NH:16][C:15]3=[O:26])=[CH:13][C:6]=2[N:5]=1)(=[O:3])[NH2:2].Br[CH2:28][C:29]1[CH:34]=[CH:33][CH:32]=[C:31]([C:35]([F:38])([F:37])[F:36])[C:30]=1[CH3:39].C(=O)([O-])[O-].[K+].[K+].[I-].[K+]. Given the product [C:1]([C:4]1[N:8]([CH3:9])[C:7]2[CH:10]=[CH:11][C:12]([N:14]3[CH:19]=[C:18]([C:20]([O:22][CH2:23][CH3:24])=[O:21])[C:17](=[O:25])[N:16]([CH2:28][C:29]4[CH:34]=[CH:33][CH:32]=[C:31]([C:35]([F:36])([F:37])[F:38])[C:30]=4[CH3:39])[C:15]3=[O:26])=[CH:13][C:6]=2[N:5]=1)(=[O:3])[NH2:2], predict the reactants needed to synthesize it. (5) Given the product [Br:18][C:10]1[C:3]2[C:4]([NH:5][CH:6]=[N:7][C:2]=2[Cl:1])=[N:8][CH:9]=1, predict the reactants needed to synthesize it. The reactants are: [Cl:1][C:2]1[N:7]=[CH:6][NH:5][C:4]2=[N:8][CH:9]=[CH:10][C:3]=12.C1C(=O)N([Br:18])C(=O)C1. (6) The reactants are: [CH3:1][S:2][C:3]1[C:13]2[O:12][C:11]3[CH:14]=[CH:15][CH:16]=[CH:17][C:10]=3[N:9]=[C:8]([C:18]3[CH:27]=[CH:26][C:21]([C:22]([O:24][CH3:25])=[O:23])=[CH:20][CH:19]=3)[C:7]=2[CH:6]=[CH:5][CH:4]=1.I(O)(=O)(=O)=[O:29]. Given the product [CH3:1][S:2]([C:3]1[C:13]2[O:12][C:11]3[CH:14]=[CH:15][CH:16]=[CH:17][C:10]=3[N:9]=[C:8]([C:18]3[CH:19]=[CH:20][C:21]([C:22]([O:24][CH3:25])=[O:23])=[CH:26][CH:27]=3)[C:7]=2[CH:6]=[CH:5][CH:4]=1)=[O:29], predict the reactants needed to synthesize it. (7) Given the product [Cl:3]/[C:18](/[N+:19]([O-:21])=[O:20])=[CH:13]\[C:12]1[CH:15]=[CH:16][C:9]([CH2:7][CH3:8])=[CH:10][CH:11]=1, predict the reactants needed to synthesize it. The reactants are: [F-].[K+].[Cl-:3].C[NH2+]C.[CH2:7]([C:9]1[CH:16]=[CH:15][C:12]([CH:13]=O)=[CH:11][CH:10]=1)[CH3:8].Br[CH2:18][N+:19]([O-:21])=[O:20].